This data is from Reaction yield outcomes from USPTO patents with 853,638 reactions. The task is: Predict the reaction yield, written as a fraction of the theoretical maximum amount of product (1.0 means a 100% yield; for example, 0.34 means a 34% yield). (1) The reactants are ClC1C=CC=CC=1CN1C(=O)C(CCCN2CCN(C)CC2)=CC(C2C=CC(F)=C(C)C=2)=N1.[F:34][C:35]1[CH:40]=[CH:39][C:38]([C:41]2[CH:42]=[C:43]([C:48]([O:50]C)=[O:49])[C:44](=[O:47])[NH:45][N:46]=2)=[CH:37][C:36]=1[CH3:52].CS(O[CH2:58][CH2:59][CH2:60][C:61]1[C:66]([Cl:67])=[CH:65][CH:64]=[CH:63][C:62]=1[Cl:68])(=O)=O.FC1C=C(F)C=CC=1C1C=C(COS(C)(=O)=O)C(=O)N(CC(C)C)N=1. No catalyst specified. The product is [C:48]([C:43]1[C:44](=[O:47])[N:45]([CH2:58][CH2:59][CH2:60][C:61]2[C:62]([Cl:68])=[CH:63][CH:64]=[CH:65][C:66]=2[Cl:67])[N:46]=[C:41]([C:38]2[CH:39]=[CH:40][C:35]([F:34])=[C:36]([CH3:52])[CH:37]=2)[CH:42]=1)([OH:50])=[O:49]. The yield is 0.898. (2) The reactants are [Cl:1][C:2]1[CH:7]=[CH:6][CH:5]=[CH:4][C:3]=1[C:8]1[C:9]([C:35](O)=[O:36])=[CH:10][C:11]([C:15]2[CH:16]=[CH:17][C:18]3[O:22][C:21]([C:23]4[CH:28]=[CH:27][C:26]([F:29])=[CH:25][CH:24]=4)=[C:20]([C:30](=[O:33])[NH:31][CH3:32])[C:19]=3[CH:34]=2)=[C:12]([CH3:14])[CH:13]=1.[N:38]1[CH:43]=[CH:42][CH:41]=[CH:40][C:39]=1[C:44]1([NH2:47])[CH2:46][CH2:45]1.CN(C(ON1N=NC2C=CC=NC1=2)=[N+](C)C)C.F[P-](F)(F)(F)(F)F. The catalyst is CN(C=O)C. The product is [Cl:1][C:2]1[CH:7]=[CH:6][CH:5]=[CH:4][C:3]=1[C:8]1[CH:13]=[C:12]([CH3:14])[C:11]([C:15]2[CH:16]=[CH:17][C:18]3[O:22][C:21]([C:23]4[CH:28]=[CH:27][C:26]([F:29])=[CH:25][CH:24]=4)=[C:20]([C:30]([NH:31][CH3:32])=[O:33])[C:19]=3[CH:34]=2)=[CH:10][C:9]=1[C:35](=[O:36])[NH:47][C:44]1([C:39]2[CH:40]=[CH:41][CH:42]=[CH:43][N:38]=2)[CH2:46][CH2:45]1. The yield is 0.920. (3) The reactants are Br[C:2]1[C:3]2[N:18]([CH2:19][CH3:20])[C:17]([C:21]3[C:22]([NH2:26])=[N:23][O:24][N:25]=3)=[N:16][C:4]=2[CH:5]=[N:6][C:7]=1[O:8][C:9]1[CH:14]=[CH:13][C:12]([F:15])=[CH:11][CH:10]=1.[C:27]1(B(O)O)[CH:32]=[CH:31][CH:30]=[CH:29][CH:28]=1.O. The catalyst is O1CCOCC1.C([O-])([O-])=O.[Na+].[Na+].C1C=CC(P(C2C=CC=CC=2)[C-]2C=CC=C2)=CC=1.C1C=CC(P(C2C=CC=CC=2)[C-]2C=CC=C2)=CC=1.Cl[Pd]Cl.[Fe+2]. The product is [CH2:19]([N:18]1[C:3]2[C:2]([C:27]3[CH:32]=[CH:31][CH:30]=[CH:29][CH:28]=3)=[C:7]([O:8][C:9]3[CH:14]=[CH:13][C:12]([F:15])=[CH:11][CH:10]=3)[N:6]=[CH:5][C:4]=2[N:16]=[C:17]1[C:21]1[C:22]([NH2:26])=[N:23][O:24][N:25]=1)[CH3:20]. The yield is 0.450. (4) The reactants are [F:1][C:2]([F:30])([F:29])[C:3]1[CH:8]=[CH:7][CH:6]=[CH:5][C:4]=1[CH:9]=[CH:10][C:11]([NH:13][C@H:14]([C:25]([O:27]C)=[O:26])[CH2:15][C:16]1[C:24]2[C:19](=[CH:20][CH:21]=[CH:22][CH:23]=2)[NH:18][CH:17]=1)=[O:12].[OH-].[Na+:32]. The catalyst is CO. The product is [F:30][C:2]([F:1])([F:29])[C:3]1[CH:8]=[CH:7][CH:6]=[CH:5][C:4]=1[CH:9]=[CH:10][C:11]([NH:13][C@H:14]([C:25]([O-:27])=[O:26])[CH2:15][C:16]1[C:24]2[C:19](=[CH:20][CH:21]=[CH:22][CH:23]=2)[NH:18][CH:17]=1)=[O:12].[Na+:32]. The yield is 0.460.